This data is from NCI-60 drug combinations with 297,098 pairs across 59 cell lines. The task is: Regression. Given two drug SMILES strings and cell line genomic features, predict the synergy score measuring deviation from expected non-interaction effect. (1) Drug 1: C1=C(C(=O)NC(=O)N1)F. Drug 2: CS(=O)(=O)OCCCCOS(=O)(=O)C. Cell line: NCI-H322M. Synergy scores: CSS=34.7, Synergy_ZIP=8.87, Synergy_Bliss=9.88, Synergy_Loewe=-4.03, Synergy_HSA=6.52. (2) Drug 1: C1=NC2=C(N=C(N=C2N1C3C(C(C(O3)CO)O)O)F)N. Drug 2: CC1=C2C(C(=O)C3(C(CC4C(C3C(C(C2(C)C)(CC1OC(=O)C(C(C5=CC=CC=C5)NC(=O)C6=CC=CC=C6)O)O)OC(=O)C7=CC=CC=C7)(CO4)OC(=O)C)O)C)OC(=O)C. Cell line: UACC62. Synergy scores: CSS=7.25, Synergy_ZIP=-7.24, Synergy_Bliss=-0.435, Synergy_Loewe=-12.6, Synergy_HSA=-1.90. (3) Drug 1: CCCS(=O)(=O)NC1=C(C(=C(C=C1)F)C(=O)C2=CNC3=C2C=C(C=N3)C4=CC=C(C=C4)Cl)F. Drug 2: C1C(C(OC1N2C=C(C(=O)NC2=O)F)CO)O. Cell line: OVCAR-8. Synergy scores: CSS=38.0, Synergy_ZIP=1.68, Synergy_Bliss=-0.0248, Synergy_Loewe=-28.7, Synergy_HSA=-1.51. (4) Drug 1: C1=CN(C(=O)N=C1N)C2C(C(C(O2)CO)O)(F)F. Drug 2: CS(=O)(=O)CCNCC1=CC=C(O1)C2=CC3=C(C=C2)N=CN=C3NC4=CC(=C(C=C4)OCC5=CC(=CC=C5)F)Cl. Cell line: SW-620. Synergy scores: CSS=43.6, Synergy_ZIP=-0.662, Synergy_Bliss=-5.22, Synergy_Loewe=-29.2, Synergy_HSA=-5.97. (5) Drug 1: CC12CCC(CC1=CCC3C2CCC4(C3CC=C4C5=CN=CC=C5)C)O. Drug 2: COC1=C2C(=CC3=C1OC=C3)C=CC(=O)O2. Cell line: MCF7. Synergy scores: CSS=5.83, Synergy_ZIP=-1.99, Synergy_Bliss=4.08, Synergy_Loewe=-0.278, Synergy_HSA=3.21. (6) Drug 1: CCC(=C(C1=CC=CC=C1)C2=CC=C(C=C2)OCCN(C)C)C3=CC=CC=C3.C(C(=O)O)C(CC(=O)O)(C(=O)O)O. Drug 2: C1CCC(C(C1)N)N.C(=O)(C(=O)[O-])[O-].[Pt+4]. Cell line: CAKI-1. Synergy scores: CSS=21.2, Synergy_ZIP=0.700, Synergy_Bliss=-0.00886, Synergy_Loewe=-13.5, Synergy_HSA=-1.22. (7) Drug 1: CN1CCC(CC1)COC2=C(C=C3C(=C2)N=CN=C3NC4=C(C=C(C=C4)Br)F)OC. Drug 2: CC1=CC=C(C=C1)C2=CC(=NN2C3=CC=C(C=C3)S(=O)(=O)N)C(F)(F)F. Cell line: SF-268. Synergy scores: CSS=-4.80, Synergy_ZIP=3.36, Synergy_Bliss=3.42, Synergy_Loewe=1.05, Synergy_HSA=0.187.